Dataset: Forward reaction prediction with 1.9M reactions from USPTO patents (1976-2016). Task: Predict the product of the given reaction. (1) Given the reactants [N:1]([CH2:4][CH:5]1[NH:10][C:9]2[C:11](Br)=[CH:12][C:13]([F:15])=[CH:14][C:8]=2[O:7][CH2:6]1)=[N+:2]=[N-:3].[Cl:17][C:18]1[CH:23]=[CH:22][CH:21]=[CH:20][C:19]=1B(O)O, predict the reaction product. The product is: [N:1]([CH2:4][CH:5]1[NH:10][C:9]2[C:11]([C:20]3[CH:21]=[CH:22][CH:23]=[C:18]([Cl:17])[CH:19]=3)=[CH:12][C:13]([F:15])=[CH:14][C:8]=2[O:7][CH2:6]1)=[N+:2]=[N-:3]. (2) The product is: [N:1]1[CH:6]=[CH:5][CH:4]=[C:3]([CH:7]2[CH2:12][C:11](=[N:15][OH:16])[CH2:10][CH2:9][O:8]2)[CH:2]=1. Given the reactants [N:1]1[CH:6]=[CH:5][CH:4]=[C:3]([CH:7]2[CH2:12][C:11](=O)[CH2:10][CH2:9][O:8]2)[CH:2]=1.Cl.[NH2:15][OH:16], predict the reaction product. (3) The product is: [C:8]([C:5]1[N:6]=[CH:7][C:2]([C:17]2[CH:16]=[CH:15][C:14]([N:27]3[CH2:31][C@H:30]([CH2:32][N:33]4[CH:37]=[CH:36][N:35]=[N:34]4)[O:29][C:28]3=[O:38])=[CH:13][C:12]=2[F:11])=[CH:3][CH:4]=1)(=[O:10])[CH3:9]. Given the reactants Br[C:2]1[CH:3]=[CH:4][C:5]([C:8](=[O:10])[CH3:9])=[N:6][CH:7]=1.[F:11][C:12]1[CH:13]=[C:14]([N:27]2[CH2:31][C@H:30]([CH2:32][N:33]3[CH:37]=[CH:36][N:35]=[N:34]3)[O:29][C:28]2=[O:38])[CH:15]=[CH:16][C:17]=1B1OC(C)(C)C(C)(C)O1.C(=O)([O-])[O-].[Na+].[Na+], predict the reaction product. (4) Given the reactants [NH:1]1[CH2:6][CH2:5][O:4][CH2:3][CH2:2]1.C1(CN)CCCCC1.[O:15]=[C:16]1[C:24]2([CH2:28][O:27][C:26]3[CH:29]=[C:30]4[C:34](=[CH:35][C:25]2=3)[CH2:33][CH2:32][O:31]4)[C:23]2[C:18](=[CH:19][CH:20]=[CH:21][CH:22]=2)[N:17]1[CH2:36][C:37]1[CH:45]=[CH:44][C:40]([C:41](O)=[O:42])=[CH:39][CH:38]=1.O=C1C2(COC3C=C4C(=CC2=3)CCO4)C2C(=CC=CC=2)N1CC1C=C(C=CC=1)C(O)=O, predict the reaction product. The product is: [N:1]1([C:41]([C:40]2[CH:39]=[CH:38][C:37]([CH2:36][N:17]3[C:18]4[C:23](=[CH:22][CH:21]=[CH:20][CH:19]=4)[C:24]4([CH2:28][O:27][C:26]5[CH:29]=[C:30]6[C:34](=[CH:35][C:25]4=5)[CH2:33][CH2:32][O:31]6)[C:16]3=[O:15])=[CH:45][CH:44]=2)=[O:42])[CH2:6][CH2:5][O:4][CH2:3][CH2:2]1. (5) The product is: [Cl:3][C:4]1[CH:5]=[CH:6][C:7]([C:10]2[S:18][C:17]3[C:16](=[O:19])[N:15]([CH2:20][CH2:21][C:22]4[CH:23]=[CH:24][C:25]([CH2:28][N:29]([CH3:30])[C:34](=[O:35])[CH2:33][C:32]([CH3:38])([CH3:37])[CH3:31])=[CH:26][CH:27]=4)[CH:14]=[N:13][C:12]=3[CH:11]=2)=[CH:8][CH:9]=1. Given the reactants Cl.Cl.[Cl:3][C:4]1[CH:9]=[CH:8][C:7]([C:10]2[S:18][C:17]3[C:16](=[O:19])[N:15]([CH2:20][CH2:21][C:22]4[CH:27]=[CH:26][C:25]([CH2:28][NH:29][CH3:30])=[CH:24][CH:23]=4)[CH:14]=[N:13][C:12]=3[CH:11]=2)=[CH:6][CH:5]=1.[CH3:31][C:32]([CH3:38])([CH3:37])[CH2:33][C:34](Cl)=[O:35].C(N(CC)CC)C.O1CCCC1, predict the reaction product. (6) Given the reactants C(OC(=O)[NH:7][CH:8]1[CH2:13][CH2:12][CH:11]([NH:14][C:15]2[N:20]=[C:19]3[NH:21][N:22]=[C:23]([C:24]4[CH:29]=[CH:28][N:27]=[C:26]([NH:30][CH2:31][C:32]5[CH:37]=[CH:36][CH:35]=[CH:34][CH:33]=5)[N:25]=4)[C:18]3=[CH:17][N:16]=2)[CH2:10][CH2:9]1)(C)(C)C, predict the reaction product. The product is: [CH2:31]([NH:30][C:26]1[N:25]=[C:24]([C:23]2[C:18]3[C:19](=[N:20][C:15]([NH:14][CH:11]4[CH2:12][CH2:13][CH:8]([NH2:7])[CH2:9][CH2:10]4)=[N:16][CH:17]=3)[NH:21][N:22]=2)[CH:29]=[CH:28][N:27]=1)[C:32]1[CH:37]=[CH:36][CH:35]=[CH:34][CH:33]=1. (7) Given the reactants [Br:1][C:2]1[CH:3]=[C:4]([NH2:9])[C:5]([NH2:8])=[N:6][CH:7]=1.[Cl:10][C:11]1[S:12][C:13]([CH2:16][O:17][C:18]2[CH:25]=[CH:24][C:21]([CH:22]=O)=[CH:20][CH:19]=2)=[CH:14][N:15]=1, predict the reaction product. The product is: [Br:1][C:2]1[CH:3]=[C:4]2[N:9]=[C:22]([C:21]3[CH:20]=[CH:19][C:18]([O:17][CH2:16][C:13]4[S:12][C:11]([Cl:10])=[N:15][CH:14]=4)=[CH:25][CH:24]=3)[NH:8][C:5]2=[N:6][CH:7]=1. (8) Given the reactants O=[C:2]1[C:10]2[C:5](=[CH:6][C:7]([C:11]([O:13][CH2:14][CH2:15][CH2:16][CH3:17])=[O:12])=[CH:8][CH:9]=2)[CH2:4][CH2:3]1.[C:18]([CH:22]1[CH2:27][CH2:26][CH:25]([NH2:28])[CH2:24][CH2:23]1)([CH3:21])([CH3:20])[CH3:19].[BH4-].[Na+], predict the reaction product. The product is: [C:18]([C@H:22]1[CH2:23][CH2:24][C@H:25]([NH:28][CH:2]2[C:10]3[C:5](=[CH:6][C:7]([C:11]([O:13][CH2:14][CH2:15][CH2:16][CH3:17])=[O:12])=[CH:8][CH:9]=3)[CH2:4][CH2:3]2)[CH2:26][CH2:27]1)([CH3:21])([CH3:19])[CH3:20].